This data is from Reaction yield outcomes from USPTO patents with 853,638 reactions. The task is: Predict the reaction yield, written as a fraction of the theoretical maximum amount of product (1.0 means a 100% yield; for example, 0.34 means a 34% yield). (1) The reactants are [C:1]1([C:7]2([OH:40])[CH2:12][CH2:11][N:10]([CH2:13][CH2:14][O:15][C:16]3[CH:21]=[CH:20][C:19]([O:22][C:23]4[N:27](COCC[Si](C)(C)C)[C:26]5[CH:36]=[CH:37][CH:38]=[CH:39][C:25]=5[N:24]=4)=[CH:18][CH:17]=3)[CH2:9][CH2:8]2)[CH:6]=[CH:5][CH:4]=[CH:3][CH:2]=1.ClC1N(COCC[Si](C)(C)C)C2C=CC=CC=2N=1.OC1C=CC(OCCN2CCC(C3C=CC=CC=3)(O)CC2)=CC=1.C([O-])([O-])=O.[Cs+].[Cs+]. The catalyst is CN(C=O)C.CC(C)=O. The product is [NH:24]1[C:25]2[CH:39]=[CH:38][CH:37]=[CH:36][C:26]=2[N:27]=[C:23]1[O:22][C:19]1[CH:18]=[CH:17][C:16]([O:15][CH2:14][CH2:13][N:10]2[CH2:9][CH2:8][C:7]([C:1]3[CH:2]=[CH:3][CH:4]=[CH:5][CH:6]=3)([OH:40])[CH2:12][CH2:11]2)=[CH:21][CH:20]=1. The yield is 0.700. (2) The product is [CH3:10][O:12][C:13]1[CH:18]=[CH:17][C:16]([O:19]/[CH:3]=[CH:2]\[CH2:1][C:4]2[CH:9]=[CH:8][CH:7]=[CH:6][CH:5]=2)=[CH:15][CH:14]=1. No catalyst specified. The yield is 0.560. The reactants are [CH2:1]([C:4]1[CH:9]=[CH:8][CH:7]=[CH:6][CH:5]=1)[CH:2]=[CH2:3].[CH:10]([O:12][C:13]1[CH:18]=[CH:17][C:16]([O:19]C)=[CH:15][CH:14]=1)=C. (3) The reactants are [CH:1]1([C:5](Cl)=[O:6])[CH2:4][CH2:3][CH2:2]1.[CH2:8]([OH:15])[C:9]1[CH:14]=[CH:13][CH:12]=[CH:11][CH:10]=1.C(N(CC)CC)C. The catalyst is C(Cl)(Cl)Cl. The product is [CH:1]1([C:5]([O:15][CH2:8][C:9]2[CH:14]=[CH:13][CH:12]=[CH:11][CH:10]=2)=[O:6])[CH2:4][CH2:3][CH2:2]1. The yield is 0.560. (4) The reactants are [O:1]1CCO[CH:2]1[C:6]1[CH:7]=[N:8][N:9]([C:12]2[CH:17]=[CH:16][C:15]([O:18]C)=[CH:14][CH:13]=2)[C:10]=1[CH3:11].B(Br)(Br)Br. The catalyst is C(Cl)Cl. The product is [OH:18][C:15]1[CH:14]=[CH:13][C:12]([N:9]2[C:10]([CH3:11])=[C:6]([CH:2]=[O:1])[CH:7]=[N:8]2)=[CH:17][CH:16]=1. The yield is 0.970.